Task: Regression. Given two drug SMILES strings and cell line genomic features, predict the synergy score measuring deviation from expected non-interaction effect.. Dataset: NCI-60 drug combinations with 297,098 pairs across 59 cell lines (1) Drug 1: CC1C(C(CC(O1)OC2CC(CC3=C2C(=C4C(=C3O)C(=O)C5=C(C4=O)C(=CC=C5)OC)O)(C(=O)C)O)N)O.Cl. Drug 2: C1CN1P(=S)(N2CC2)N3CC3. Cell line: HL-60(TB). Synergy scores: CSS=86.7, Synergy_ZIP=-0.921, Synergy_Bliss=-4.35, Synergy_Loewe=-6.59, Synergy_HSA=-3.12. (2) Drug 1: CN(CC1=CN=C2C(=N1)C(=NC(=N2)N)N)C3=CC=C(C=C3)C(=O)NC(CCC(=O)O)C(=O)O. Drug 2: C1CC(=O)NC(=O)C1N2C(=O)C3=CC=CC=C3C2=O. Cell line: RXF 393. Synergy scores: CSS=8.43, Synergy_ZIP=-3.08, Synergy_Bliss=-0.330, Synergy_Loewe=-5.30, Synergy_HSA=0.163. (3) Drug 1: COC1=C(C=C2C(=C1)N=CN=C2NC3=CC(=C(C=C3)F)Cl)OCCCN4CCOCC4. Drug 2: C(CN)CNCCSP(=O)(O)O. Cell line: OVCAR-8. Synergy scores: CSS=12.6, Synergy_ZIP=-9.22, Synergy_Bliss=-8.43, Synergy_Loewe=-41.2, Synergy_HSA=-7.59. (4) Drug 1: CC1=CC2C(CCC3(C2CCC3(C(=O)C)OC(=O)C)C)C4(C1=CC(=O)CC4)C. Drug 2: CN(C)C1=NC(=NC(=N1)N(C)C)N(C)C. Cell line: LOX IMVI. Synergy scores: CSS=1.38, Synergy_ZIP=-1.90, Synergy_Bliss=-2.18, Synergy_Loewe=-0.919, Synergy_HSA=-0.919. (5) Drug 1: CC12CCC3C(C1CCC2=O)CC(=C)C4=CC(=O)C=CC34C. Drug 2: CCC1=CC2CC(C3=C(CN(C2)C1)C4=CC=CC=C4N3)(C5=C(C=C6C(=C5)C78CCN9C7C(C=CC9)(C(C(C8N6C)(C(=O)OC)O)OC(=O)C)CC)OC)C(=O)OC.C(C(C(=O)O)O)(C(=O)O)O. Cell line: NCI-H322M. Synergy scores: CSS=33.6, Synergy_ZIP=-6.36, Synergy_Bliss=-5.69, Synergy_Loewe=-8.03, Synergy_HSA=-3.40. (6) Drug 1: C1CC(=O)NC(=O)C1N2C(=O)C3=CC=CC=C3C2=O. Drug 2: N.N.Cl[Pt+2]Cl. Cell line: NCI/ADR-RES. Synergy scores: CSS=21.3, Synergy_ZIP=5.63, Synergy_Bliss=6.48, Synergy_Loewe=-13.8, Synergy_HSA=0.946.